The task is: Predict the reaction yield, written as a fraction of the theoretical maximum amount of product (1.0 means a 100% yield; for example, 0.34 means a 34% yield).. This data is from Reaction yield outcomes from USPTO patents with 853,638 reactions. The reactants are [O:1]1[C:5]2[CH:6]=[CH:7][C:8]([OH:10])=[CH:9][C:4]=2[O:3][CH2:2]1.C([Mg]Cl)(C)C.[CH2:16]([N:21]1[C:29]2[CH:28]=[CH:27][N:26]=[CH:25][C:24]=2[C:23](=[O:30])[C:22]1=[O:31])[CH2:17][CH2:18][CH2:19][CH3:20]. The catalyst is C1COCC1. The product is [OH:30][C:23]1([C:7]2[C:8]([OH:10])=[CH:9][C:4]3[O:3][CH2:2][O:1][C:5]=3[CH:6]=2)[C:24]2[CH:25]=[N:26][CH:27]=[CH:28][C:29]=2[N:21]([CH2:16][CH2:17][CH2:18][CH2:19][CH3:20])[C:22]1=[O:31]. The yield is 0.400.